From a dataset of Reaction yield outcomes from USPTO patents with 853,638 reactions. Predict the reaction yield, written as a fraction of the theoretical maximum amount of product (1.0 means a 100% yield; for example, 0.34 means a 34% yield). (1) The reactants are [CH3:1][O:2][C:3]1[CH:8]=[C:7]([N:9]2[CH2:14][CH2:13][C:12]3[N:15]=[C:16]([C:18]4[CH:23]=[CH:22][C:21]([O:24][CH3:25])=[CH:20][CH:19]=4)[S:17][C:11]=3[C:10]2=[O:26])[CH:6]=[CH:5][C:4]=1[O:27]C(=O)C(C)(C)C.C[O-].[Na+]. The catalyst is C(O)C. The product is [OH:27][C:4]1[CH:5]=[CH:6][C:7]([N:9]2[CH2:14][CH2:13][C:12]3[N:15]=[C:16]([C:18]4[CH:23]=[CH:22][C:21]([O:24][CH3:25])=[CH:20][CH:19]=4)[S:17][C:11]=3[C:10]2=[O:26])=[CH:8][C:3]=1[O:2][CH3:1]. The yield is 0.700. (2) The reactants are [CH:1]([C:3]1[CH:8]=[CH:7][C:6](B(O)O)=[CH:5][CH:4]=1)=[CH2:2].[OH:12][N:13]1[C:21](=[O:22])[C:20]2[C:15](=[CH:16][CH:17]=[CH:18][CH:19]=2)[C:14]1=[O:23].N1C=CC=CC=1. The catalyst is ClCCCl.O.Cl[Cu]. The product is [CH:1]([C:3]1[CH:8]=[CH:7][C:6]([O:12][N:13]2[C:21](=[O:22])[C:20]3[C:15](=[CH:16][CH:17]=[CH:18][CH:19]=3)[C:14]2=[O:23])=[CH:5][CH:4]=1)=[CH2:2]. The yield is 0.630. (3) The reactants are C([O:8][C:9]1[C:14]2[N:15]([CH2:19][CH2:20][O:21][CH3:22])[C:16]([CH3:18])=[N:17][C:13]=2[CH:12]=[C:11]([C:23]([O:25][CH3:26])=[O:24])[CH:10]=1)C1C=CC=CC=1. The catalyst is [Pd].CO. The product is [OH:8][C:9]1[C:14]2[N:15]([CH2:19][CH2:20][O:21][CH3:22])[C:16]([CH3:18])=[N:17][C:13]=2[CH:12]=[C:11]([C:23]([O:25][CH3:26])=[O:24])[CH:10]=1. The yield is 0.920. (4) The reactants are [C:1]1([C:7]2[N:11]([S:12]([C:15]3[CH:20]=[CH:19][C:18]([O:21][C:22]([F:25])([F:24])[F:23])=[CH:17][CH:16]=3)(=[O:14])=[O:13])[CH:10]=[C:9]([C:26](OCC)=[O:27])[CH:8]=2)[CH:6]=[CH:5][CH:4]=[CH:3][CH:2]=1.[H-].C([Al+]CC(C)C)C(C)C.Cl. The catalyst is O1CCCC1.C1(C)C=CC=CC=1.C(OCC)(=O)C. The product is [C:1]1([C:7]2[N:11]([S:12]([C:15]3[CH:16]=[CH:17][C:18]([O:21][C:22]([F:25])([F:23])[F:24])=[CH:19][CH:20]=3)(=[O:13])=[O:14])[CH:10]=[C:9]([CH2:26][OH:27])[CH:8]=2)[CH:2]=[CH:3][CH:4]=[CH:5][CH:6]=1. The yield is 0.590. (5) The reactants are [F:1][C:2]([F:30])([C:10]1[CH:15]=[CH:14][C:13]([N:16]2[CH:20]=[N:19][C:18]([C:21]3[CH:29]=[CH:28][C:24]([C:25]([OH:27])=O)=[CH:23][CH:22]=3)=[N:17]2)=[CH:12][CH:11]=1)[C:3]([F:9])([F:8])[C:4]([F:7])([F:6])[F:5].C1(P([N:45]=[N+:46]=[N-:47])(C2C=CC=CC=2)=O)C=CC=CC=1.C(N(CC)CC)C. The catalyst is C(O)(C)C. The product is [F:1][C:2]([F:30])([C:10]1[CH:15]=[CH:14][C:13]([N:16]2[CH:20]=[N:19][C:18]([C:21]3[CH:29]=[CH:28][C:24]([C:25]([N:45]=[N+:46]=[N-:47])=[O:27])=[CH:23][CH:22]=3)=[N:17]2)=[CH:12][CH:11]=1)[C:3]([F:9])([F:8])[C:4]([F:6])([F:5])[F:7]. The yield is 0.300. (6) The reactants are C(N)CCC.NO.Cl.[CH:9]#[C:10][C@H:11]([NH2:21])[CH2:12][CH2:13][CH2:14][CH2:15][CH2:16][CH2:17][CH2:18][CH2:19][CH3:20].[C:22]([O:25][C@H:26]([C:29]#[C:30]Br)[CH:27]=[CH2:28])(=[O:24])[CH3:23]. The catalyst is O.C(Cl)Cl.[Cu]Cl. The product is [C:22]([O:25][C@H:26]([C:27]#[C:28][C:9]#[C:10][C@H:11]([NH2:21])[CH2:12][CH2:13][CH2:14][CH2:15][CH2:16][CH2:17][CH2:18][CH2:19][CH3:20])[CH:29]=[CH2:30])(=[O:24])[CH3:23]. The yield is 0.277. (7) The reactants are [N+:1]([C:4]1[CH:18]=[CH:17][CH:16]=[CH:15][C:5]=1[O:6][C:7]1[CH:8]=[C:9]([CH:12]=[CH:13][CH:14]=1)[C:10]#[N:11])([O-])=O.O.O.Cl[Sn]Cl. The catalyst is CCO. The product is [NH2:1][C:4]1[CH:18]=[CH:17][CH:16]=[CH:15][C:5]=1[O:6][C:7]1[CH:8]=[C:9]([CH:12]=[CH:13][CH:14]=1)[C:10]#[N:11]. The yield is 0.990. (8) The reactants are [Cl:1][C:2]1[CH:11]=[C:10]([C:12](=[O:14])[CH3:13])[C:9]([N:15]2[CH2:20][CH2:19][NH:18][CH2:17][CH2:16]2)=[C:8]2[C:3]=1[CH:4]=[CH:5][CH:6]=[N:7]2.[C:21]([N:24]1[CH2:29][CH2:28][CH:27]([C:30](Cl)=[O:31])[CH2:26][CH2:25]1)(=[O:23])[CH3:22].C(N(CC)CC)C. The catalyst is C(Cl)Cl. The product is [C:21]([N:24]1[CH2:25][CH2:26][CH:27]([C:30]([N:18]2[CH2:17][CH2:16][N:15]([C:9]3[C:10]([C:12](=[O:14])[CH3:13])=[CH:11][C:2]([Cl:1])=[C:3]4[C:8]=3[N:7]=[CH:6][CH:5]=[CH:4]4)[CH2:20][CH2:19]2)=[O:31])[CH2:28][CH2:29]1)(=[O:23])[CH3:22]. The yield is 0.650. (9) The reactants are [CH3:1][CH:2]([N:4]1[C:12]([CH:13]=[CH:14][CH:15]([OH:27])[CH2:16][CH:17]([OH:26])[CH2:18][C:19]([O:21]C(C)(C)C)=[O:20])=[C:11]([C:28]2[CH:33]=[CH:32][C:31]([F:34])=[CH:30][CH:29]=2)[C:10]2[C:5]1=[CH:6][CH:7]=[CH:8][CH:9]=2)[CH3:3].CO.[OH-].[Na+:38]. The catalyst is O. The product is [CH3:3][CH:2]([N:4]1[C:12](/[CH:13]=[CH:14]/[CH:15]([OH:27])[CH2:16][CH:17]([OH:26])[CH2:18][C:19]([O-:21])=[O:20])=[C:11]([C:28]2[CH:29]=[CH:30][C:31]([F:34])=[CH:32][CH:33]=2)[C:10]2[CH:9]=[CH:8][CH:7]=[CH:6][C:5]1=2)[CH3:1].[Na+:38]. The yield is 0.286.